This data is from Reaction yield outcomes from USPTO patents with 853,638 reactions. The task is: Predict the reaction yield, written as a fraction of the theoretical maximum amount of product (1.0 means a 100% yield; for example, 0.34 means a 34% yield). (1) The reactants are [CH3:1][S:2][CH2:3][CH2:4][C@@H:5]1[NH:10][CH2:9][C@H:8]([C:11]2[CH:16]=[CH:15][CH:14]=[CH:13][CH:12]=2)[NH:7][C:6]1=[O:17].[F:18][C:19]1[CH:24]=[CH:23][C:22]([C:25]2[O:29][N:28]=[C:27]([C:30](O)=[O:31])[CH:26]=2)=[CH:21][CH:20]=1.C([C@@H]1N(C(=O)/C=C/C2C=CC=CC=2)C[C@H](CC(C)C)NC1=O)C(C)C. No catalyst specified. The product is [F:18][C:19]1[CH:20]=[CH:21][C:22]([C:25]2[O:29][N:28]=[C:27]([C:30]([N:10]3[CH2:9][C@H:8]([C:11]4[CH:16]=[CH:15][CH:14]=[CH:13][CH:12]=4)[NH:7][C:6](=[O:17])[C@H:5]3[CH2:4][CH2:3][S:2][CH3:1])=[O:31])[CH:26]=2)=[CH:23][CH:24]=1. The yield is 0.865. (2) The reactants are [CH2:1]([O:3][C:4]1[CH:9]=[CH:8][C:7]([NH:10][C:11](=O)[CH2:12][O:13][C:14]2[CH:19]=[CH:18][CH:17]=[C:16]([O:20][CH2:21][CH3:22])[CH:15]=2)=[C:6]([NH:24][CH2:25][CH:26]([CH3:28])[CH3:27])[CH:5]=1)[CH3:2]. The catalyst is CC(O)=O. The product is [CH2:1]([O:3][C:4]1[CH:9]=[CH:8][C:7]2[N:10]=[C:11]([CH2:12][O:13][C:14]3[CH:19]=[CH:18][CH:17]=[C:16]([O:20][CH2:21][CH3:22])[CH:15]=3)[N:24]([CH2:25][CH:26]([CH3:28])[CH3:27])[C:6]=2[CH:5]=1)[CH3:2]. The yield is 0.830. (3) The reactants are Cl.[CH2:2]([C:8]1[N:9]=[C:10]([NH2:13])[NH:11][CH:12]=1)[CH2:3][CH2:4][CH2:5][C:6]#[CH:7].[N:14]([CH2:17][C:18]([CH3:26])=[CH:19][C:20]1[CH:25]=[CH:24][CH:23]=[CH:22][CH:21]=1)=[N+:15]=[N-:16]. No catalyst specified. The product is [CH3:26][C:18](=[CH:19][C:20]1[CH:25]=[CH:24][CH:23]=[CH:22][CH:21]=1)[CH2:17][N:14]1[CH:7]=[C:6]([CH2:5][CH2:4][CH2:3][CH2:2][C:8]2[N:9]=[C:10]([NH2:13])[NH:11][CH:12]=2)[N:16]=[N:15]1. The yield is 0.790. (4) The reactants are [NH:1]1[CH:5]=[CH:4][C:3]([C:6]2[CH:7]=[N:8][NH:9][C:10]=2[NH2:11])=[N:2]1.[CH2:12]([N:14]1[C:22]2[C:17](=[CH:18][C:19]([C:23](=O)[CH2:24][C:25](OCC)=[O:26])=[CH:20][CH:21]=2)[CH:16]=[N:15]1)[CH3:13].CC1C=CC(S(O)(=O)=O)=CC=1. The catalyst is CCCCO. The product is [CH2:12]([N:14]1[C:22]2[C:17](=[CH:18][C:19]([C:23]3[NH:11][C:10]4[N:9]([N:8]=[CH:7][C:6]=4[C:3]4[CH:4]=[CH:5][NH:1][N:2]=4)[C:25](=[O:26])[CH:24]=3)=[CH:20][CH:21]=2)[CH:16]=[N:15]1)[CH3:13]. The yield is 0.180. (5) The reactants are FC(F)(F)C(O)=O.[N:8]1([CH2:13][CH2:14][O:15][CH2:16][C:17]([O:19]C(C)(C)C)=O)[CH:12]=[CH:11][N:10]=[CH:9]1.C(N(C(C)C)CC)(C)C.[CH2:33]1[C:41]2[C:36](=[CH:37][CH:38]=[CH:39][CH:40]=2)[CH2:35][CH:34]1[NH:42][C:43]1[N:44]=[CH:45][C:46]2[CH2:52][NH:51][CH2:50][CH2:49][C:47]=2[N:48]=1.F[P-](F)(F)(F)(F)F.N1(OC(N(C)C)=[N+](C)C)C2N=CC=CC=2N=N1.C(=O)(O)[O-].[Na+]. The catalyst is ClCCl. The product is [CH2:33]1[C:41]2[C:36](=[CH:37][CH:38]=[CH:39][CH:40]=2)[CH2:35][CH:34]1[NH:42][C:43]1[N:44]=[CH:45][C:46]2[CH2:52][N:51]([C:17](=[O:19])[CH2:16][O:15][CH2:14][CH2:13][N:8]3[CH:12]=[CH:11][N:10]=[CH:9]3)[CH2:50][CH2:49][C:47]=2[N:48]=1. The yield is 0.220. (6) The reactants are [Br:1][C:2]1[C:3]([NH:9][CH3:10])=[N:4][C:5](Cl)=[N:6][CH:7]=1.[CH3:11][N:12]1[C:16]([CH3:17])=[C:15]([NH2:18])[CH:14]=[N:13]1.C(O)(C(F)(F)F)=O. The catalyst is COCCO. The product is [Br:1][C:2]1[C:3]([NH:9][CH3:10])=[N:4][C:5]([NH:18][C:15]2[CH:14]=[N:13][N:12]([CH3:11])[C:16]=2[CH3:17])=[N:6][CH:7]=1. The yield is 0.170.